From a dataset of Forward reaction prediction with 1.9M reactions from USPTO patents (1976-2016). Predict the product of the given reaction. (1) Given the reactants [F:1][CH:2]([F:26])[O:3][C:4]1[CH:9]=[CH:8][C:7]([C:10]2[CH:11]=[C:12]3[C:16](=[CH:17][CH:18]=2)[C:15](=[O:19])[O:14][CH2:13]3)=[C:6]([O:20]COC)[C:5]=1[O:24][CH3:25].Cl, predict the reaction product. The product is: [F:26][CH:2]([F:1])[O:3][C:4]1[CH:9]=[CH:8][C:7]([C:10]2[CH:11]=[C:12]3[C:16](=[CH:17][CH:18]=2)[C:15](=[O:19])[O:14][CH2:13]3)=[C:6]([OH:20])[C:5]=1[O:24][CH3:25]. (2) Given the reactants [CH:1]1([C@@H:4]2[O:9][CH2:8][C@@:7]([NH:18][C:19]([NH:21][C:22](=[O:29])[C:23]3[CH:28]=[CH:27][CH:26]=[CH:25][CH:24]=3)=[S:20])([C:10]3[CH:15]=[CH:14][C:13]([F:16])=[CH:12][C:11]=3[F:17])[C@H:6]([C@@H:30](O)[CH2:31][O:32][CH3:33])[CH2:5]2)[CH2:3][CH2:2]1.C(OC[C@@H]1OC[C@]2(C3C=CC(F)=CC=3F)N=C(NC(=O)C3C=CC=CC=3)SC[C@@H]2C1)C1C=CC=CC=1, predict the reaction product. The product is: [CH:1]1([C@@H:4]2[O:9][CH2:8][C@:7]3([C:10]4[CH:15]=[CH:14][C:13]([F:16])=[CH:12][C:11]=4[F:17])[N:18]=[C:19]([NH:21][C:22](=[O:29])[C:23]4[CH:28]=[CH:27][CH:26]=[CH:25][CH:24]=4)[S:20][C@H:30]([CH2:31][O:32][CH3:33])[C@@H:6]3[CH2:5]2)[CH2:2][CH2:3]1. (3) Given the reactants Br[C:2]1[S:3][C:4]([C:28]2[CH:29]=[C:30]([CH3:34])[CH:31]=[CH:32][CH:33]=2)=[C:5]([C:7]([N:9]2[CH2:14][C@@H:13]3[C@@H:11]([CH2:12]3)[C@H:10]2[CH2:15][NH:16][C:17]([C:19]2[N:26]3[C:22]([S:23][CH:24]=[CH:25]3)=[N:21][C:20]=2[CH3:27])=[O:18])=[O:8])[N:6]=1.CCN(CC)CC.[C:42]([Si:44]([CH3:47])([CH3:46])[CH3:45])#[CH:43], predict the reaction product. The product is: [C:30]1([CH3:34])[CH:31]=[CH:32][CH:33]=[C:28]([C:4]2[S:3][C:2]([C:43]#[C:42][Si:44]([CH3:47])([CH3:46])[CH3:45])=[N:6][C:5]=2[C:7]([N:9]2[CH2:14][C@@H:13]3[C@@H:11]([CH2:12]3)[C@H:10]2[CH2:15][NH:16][C:17]([C:19]2[N:26]3[C:22]([S:23][CH:24]=[CH:25]3)=[N:21][C:20]=2[CH3:27])=[O:18])=[O:8])[CH:29]=1. (4) The product is: [Br:21][C:18]1[CH:19]=[CH:20][C:15]([NH:14][C:13]2[C:8]([C:6]([OH:5])=[O:7])=[N:9][N:10]3[CH:26]=[CH:27][N:24]=[C:11]3[CH:12]=2)=[C:16]([F:22])[CH:17]=1. Given the reactants C([O:5][C:6]([C:8]1[C:13]([NH:14][C:15]2[CH:20]=[CH:19][C:18]([Br:21])=[CH:17][C:16]=2[F:22])=[CH:12][C:11]([NH2:24])(Cl)[NH:10][N:9]=1)=[O:7])(C)(C)C.Cl[CH2:26][CH:27]=O, predict the reaction product. (5) Given the reactants [CH3:1][O:2][C:3]1[C:4]([CH3:33])=[C:5]([C:24]([O:31][CH3:32])=[C:25]([O:29][CH3:30])[C:26]=1[O:27][CH3:28])[CH2:6][C:7]1[CH:8]=[CH:9][C:10]([O:16]CC2C=CC=CC=2)=[C:11]([CH:15]=1)[C:12]([OH:14])=[O:13].[H][H], predict the reaction product. The product is: [CH3:1][O:2][C:3]1[C:4]([CH3:33])=[C:5]([C:24]([O:31][CH3:32])=[C:25]([O:29][CH3:30])[C:26]=1[O:27][CH3:28])[CH2:6][C:7]1[CH:8]=[CH:9][C:10]([OH:16])=[C:11]([CH:15]=1)[C:12]([OH:14])=[O:13]. (6) Given the reactants N([O-])=O.[Na+].[CH2:5]([C:7]1[CH:13]=[CH:12][CH:11]=[CH:10][C:8]=1[NH2:9])[CH3:6].Cl.C([O-])(=O)C.[Na+].[CH2:20]([CH:22](C(C)=O)[C:23]([O:25][CH2:26][CH3:27])=[O:24])[CH3:21].[OH-].[K+], predict the reaction product. The product is: [CH2:5]([C:7]1[CH:13]=[CH:12][CH:11]=[C:10]2[C:8]=1[NH:9][C:22]([C:23]([O:25][CH2:26][CH3:27])=[O:24])=[C:20]2[CH3:21])[CH3:6]. (7) Given the reactants [Cl:1][C:2]1[C:7]([F:8])=[CH:6][C:5](B2OC(C)(C)C(C)(C)O2)=[C:4]([F:18])[CH:3]=1.Cl[C:20]1[CH:25]=[CH:24][N:23]=[C:22]([NH:26][C:27](=[O:33])[O:28][C:29]([CH3:32])([CH3:31])[CH3:30])[C:21]=1[CH:34]=[O:35], predict the reaction product. The product is: [Cl:1][C:2]1[C:7]([F:8])=[CH:6][C:5]([C:20]2[CH:25]=[CH:24][N:23]=[C:22]([NH:26][C:27](=[O:33])[O:28][C:29]([CH3:30])([CH3:31])[CH3:32])[C:21]=2[CH:34]=[O:35])=[C:4]([F:18])[CH:3]=1. (8) The product is: [CH2:28]([O:35][C:36]1[CH:37]=[CH:38][C:39]([CH3:45])=[C:40]([C:41]([N:22]2[CH2:23][CH2:24][CH:19]([N:17]3[C:16](=[O:25])[C:15]([CH3:27])([CH3:26])[C:14]([C:7]4[CH:8]=[CH:9][C:10]([O:11][CH2:12][CH3:13])=[C:5]([O:4][CH2:2][CH3:3])[CH:6]=4)=[N:18]3)[CH2:20][CH2:21]2)=[O:42])[CH:44]=1)[C:29]1[CH:30]=[CH:31][CH:32]=[CH:33][CH:34]=1. Given the reactants Cl.[CH2:2]([O:4][C:5]1[CH:6]=[C:7]([C:14]2[C:15]([CH3:27])([CH3:26])[C:16](=[O:25])[N:17]([CH:19]3[CH2:24][CH2:23][NH:22][CH2:21][CH2:20]3)[N:18]=2)[CH:8]=[CH:9][C:10]=1[O:11][CH2:12][CH3:13])[CH3:3].[CH2:28]([O:35][C:36]1[CH:37]=[CH:38][C:39]([CH3:45])=[C:40]([CH:44]=1)[C:41](O)=[O:42])[C:29]1[CH:34]=[CH:33][CH:32]=[CH:31][CH:30]=1, predict the reaction product. (9) Given the reactants [CH3:1][NH:2][CH2:3][CH2:4][CH2:5][CH2:6][CH2:7][CH3:8].CCN(C(C)C)C(C)C.[N:18]([C:21]([CH3:27])([CH3:26])[CH2:22][C:23](Cl)=[O:24])=[N+:19]=[N-:20], predict the reaction product. The product is: [N:18]([C:21]([CH3:27])([CH3:26])[CH2:22][C:23]([N:2]([CH2:3][CH2:4][CH2:5][CH2:6][CH2:7][CH3:8])[CH3:1])=[O:24])=[N+:19]=[N-:20]. (10) Given the reactants [S:1]([C:5]1[CH:23]=[CH:22][C:8]([O:9][CH2:10][CH2:11][CH2:12][CH2:13][NH:14]C(=O)OC(C)(C)C)=[CH:7][CH:6]=1)(=[O:4])(=[O:3])[NH2:2], predict the reaction product. The product is: [NH2:14][CH2:13][CH2:12][CH2:11][CH2:10][O:9][C:8]1[CH:22]=[CH:23][C:5]([S:1]([NH2:2])(=[O:3])=[O:4])=[CH:6][CH:7]=1.